From a dataset of hERG potassium channel inhibition data for cardiac toxicity prediction from Karim et al.. Regression/Classification. Given a drug SMILES string, predict its toxicity properties. Task type varies by dataset: regression for continuous values (e.g., LD50, hERG inhibition percentage) or binary classification for toxic/non-toxic outcomes (e.g., AMES mutagenicity, cardiotoxicity, hepatotoxicity). Dataset: herg_karim. The molecule is Cc1c(NS(C)(=O)=O)ccc2c1C(=O)N(Cc1ccccc1-c1ccccc1)C2C(=O)NC(C)(C)C. The result is 0 (non-blocker).